This data is from Rat liver microsome stability data. The task is: Regression/Classification. Given a drug SMILES string, predict its absorption, distribution, metabolism, or excretion properties. Task type varies by dataset: regression for continuous measurements (e.g., permeability, clearance, half-life) or binary classification for categorical outcomes (e.g., BBB penetration, CYP inhibition). Dataset: rlm. (1) The drug is N#Cc1ccccc1Cn1c(N2CCC[C@@H](N)C2)ncc(C#CCO)c1=O. The result is 0 (unstable in rat liver microsomes). (2) The drug is O=C(c1cccc(C#Cc2ccccn2)c1)N1CCN(c2ccccn2)CC1. The result is 1 (stable in rat liver microsomes). (3) The molecule is O=C(O)c1ccc(N2C(=O)/C(=C/c3ccc(-c4ccc([N+](=O)[O-])cc4)o3)C=C2c2ccccc2)cc1. The result is 0 (unstable in rat liver microsomes). (4) The compound is CNC(=O)[C@@H](NC(=O)c1ccc(-c2ccc(CSc3nc(O)c4ccsc4n3)c(F)c2)o1)C(C)C. The result is 1 (stable in rat liver microsomes). (5) The molecule is CCn1c(C(=O)N[C@@H](C)CO)ccc1C(CC)(CC)c1ccc(OCC(O)C(C)(C)C)c(C)c1. The result is 1 (stable in rat liver microsomes). (6) The drug is Oc1nc([C@@H]2CNC[C@H]2c2ccccc2)nc2ccc(-c3cn[nH]c3)cc12. The result is 0 (unstable in rat liver microsomes). (7) The drug is Cc1ccc(S(=O)(=O)Nc2cnccc2C(=O)Nc2nc(-c3ccccc3F)cs2)cc1. The result is 1 (stable in rat liver microsomes).